From a dataset of Catalyst prediction with 721,799 reactions and 888 catalyst types from USPTO. Predict which catalyst facilitates the given reaction. (1) Reactant: [OH-].[Na+].C([O:5][C:6]([C:8]1([CH2:20][OH:21])[CH2:11][N:10]([C:12](=[O:19])[C:13]2[CH:18]=[CH:17][CH:16]=[CH:15][CH:14]=2)[CH2:9]1)=[O:7])C. Product: [C:12]([N:10]1[CH2:11][C:8]([CH2:20][OH:21])([C:6]([OH:7])=[O:5])[CH2:9]1)(=[O:19])[C:13]1[CH:18]=[CH:17][CH:16]=[CH:15][CH:14]=1. The catalyst class is: 5. (2) Reactant: [C:1]([O:9][CH2:10][CH3:11])(=[O:8])[CH2:2][C:3]([O:5][CH2:6][CH3:7])=[O:4].[H-].[Na+].F[C:15]1[CH:20]=[CH:19][C:18]([N+:21]([O-:23])=[O:22])=[C:17]([O:24][CH3:25])[CH:16]=1.C(OCC)(=O)C. Product: [CH3:25][O:24][C:17]1[CH:16]=[C:15]([CH:2]([C:3]([O:5][CH2:6][CH3:7])=[O:4])[C:1]([O:9][CH2:10][CH3:11])=[O:8])[CH:20]=[CH:19][C:18]=1[N+:21]([O-:23])=[O:22]. The catalyst class is: 35. (3) Reactant: [Cl:1][C:2]1[CH:7]=[C:6]([F:8])[C:5]([N:9]2[C:14](=[O:15])[CH:13]=[C:12]([C:16]([F:19])([F:18])[F:17])[N:11]([CH3:20])[C:10]2=[O:21])=[CH:4][C:3]=1[N:22]=[C:23]1[N:27]([CH2:28][C:29]([O:31][CH2:32][CH3:33])=[O:30])[C:26](=[O:34])[CH2:25][S:24]1.[CH3:35][C:36]([CH3:38])=O.N1CCCCC1.C(O)(=O)C. Product: [Cl:1][C:2]1[CH:7]=[C:6]([F:8])[C:5]([N:9]2[C:14](=[O:15])[CH:13]=[C:12]([C:16]([F:19])([F:17])[F:18])[N:11]([CH3:20])[C:10]2=[O:21])=[CH:4][C:3]=1[N:22]=[C:23]1[N:27]([CH2:28][C:29]([O:31][CH2:32][CH3:33])=[O:30])[C:26](=[O:34])[C:25](=[C:36]([CH3:38])[CH3:35])[S:24]1. The catalyst class is: 8. (4) Reactant: [CH3:1][N:2]([CH3:15])[CH2:3][CH2:4][O:5][C:6]1[CH:7]=[N:8][C:9]([N+:12]([O-])=O)=[CH:10][CH:11]=1. Product: [CH3:1][N:2]([CH3:15])[CH2:3][CH2:4][O:5][C:6]1[CH:11]=[CH:10][C:9]([NH2:12])=[N:8][CH:7]=1. The catalyst class is: 43. (5) Reactant: [OH-].[Na+].C([O:5][C:6]([C:8]1[C:9]2[S:17][CH:16]=[C:15]([CH2:18][O:19][C:20]3[CH:25]=[C:24]([C:26]4[O:30][N:29]=[C:28]([CH3:31])[N:27]=4)[CH:23]=[CH:22][C:21]=3[CH3:32])[C:10]=2[C:11]([NH2:14])=[N:12][CH:13]=1)=[O:7])C. Product: [NH2:14][C:11]1[C:10]2[C:15]([CH2:18][O:19][C:20]3[CH:25]=[C:24]([C:26]4[O:30][N:29]=[C:28]([CH3:31])[N:27]=4)[CH:23]=[CH:22][C:21]=3[CH3:32])=[CH:16][S:17][C:9]=2[C:8]([C:6]([OH:7])=[O:5])=[CH:13][N:12]=1. The catalyst class is: 83. (6) Reactant: [CH2:1]([O:3][C:4]([C:6]1([C:9]2[CH:14]=[CH:13][C:12]([C:15]3[CH:20]=[CH:19][C:18]([C:21]4[S:22][C:23]([Cl:29])=[CH:24][C:25]=4C(=O)N)=[CH:17][C:16]=3[O:30][CH3:31])=[CH:11][CH:10]=2)[CH2:8][CH2:7]1)=[O:5])[CH3:2].[N:32]1[CH:37]=CC=CC=1.FC(F)(F)C(OI(C1C=CC=CC=1)OC(=O)C(F)(F)F)=[O:41].[F:59][C:60]1[CH:61]=[C:62]([C@H:66]([OH:68])[CH3:67])[CH:63]=[CH:64][CH:65]=1. Product: [CH2:1]([O:3][C:4]([C:6]1([C:9]2[CH:10]=[CH:11][C:12]([C:15]3[CH:20]=[CH:19][C:18]([C:21]4[S:22][C:23]([Cl:29])=[CH:24][C:25]=4[NH:32][C:37]([O:68][C@@H:66]([C:62]4[CH:63]=[CH:64][CH:65]=[C:60]([F:59])[CH:61]=4)[CH3:67])=[O:41])=[CH:17][C:16]=3[O:30][CH3:31])=[CH:13][CH:14]=2)[CH2:8][CH2:7]1)=[O:5])[CH3:2]. The catalyst class is: 727.